This data is from Forward reaction prediction with 1.9M reactions from USPTO patents (1976-2016). The task is: Predict the product of the given reaction. (1) Given the reactants [CH:1]1[CH:2]=[CH:3][C:4]([CH2:7][CH2:8][C@H:9]([OH:28])[CH2:10][CH2:11][C@@H:12]2[C@@H:16]([CH2:17]/[CH:18]=[CH:19]\[CH2:20][CH2:21][CH2:22][C:23]([OH:25])=[O:24])[C@@H:15]([OH:26])[CH2:14][C@H:13]2[OH:27])=[CH:5][CH:6]=1.C([O-])([O-])=O.[K+].[K+].I[CH:36]([CH3:38])[CH3:37].O, predict the reaction product. The product is: [OH:27][C@@H:13]1[CH2:14][C@H:15]([OH:26])[C@H:16]([CH2:17]/[CH:18]=[CH:19]\[CH2:20][CH2:21][CH2:22][C:23]([O:25][CH:36]([CH3:38])[CH3:37])=[O:24])[C@H:12]1[CH2:11][CH2:10][C@@H:9]([OH:28])[CH2:8][CH2:7][C:4]1[CH:3]=[CH:2][CH:1]=[CH:6][CH:5]=1. (2) Given the reactants [Cl:1][C:2]1[C:3]([CH3:25])=[C:4]([N:10]2[C:14](=[O:15])[C:13]3[CH:16]=[C:17]([C:19]4[S:20][CH:21]=[CH:22][CH:23]=4)[S:18][C:12]=3[C:11]2=[O:24])[C:5]([CH3:9])=[CH:6][C:7]=1[CH3:8].C1C(=O)N([Br:33])C(=O)C1, predict the reaction product. The product is: [Br:33][C:21]1[S:20][C:19]([C:17]2[S:18][C:12]3[C:11](=[O:24])[N:10]([C:4]4[C:5]([CH3:9])=[CH:6][C:7]([CH3:8])=[C:2]([Cl:1])[C:3]=4[CH3:25])[C:14](=[O:15])[C:13]=3[CH:16]=2)=[CH:23][CH:22]=1.